Dataset: Peptide-MHC class I binding affinity with 185,985 pairs from IEDB/IMGT. Task: Regression. Given a peptide amino acid sequence and an MHC pseudo amino acid sequence, predict their binding affinity value. This is MHC class I binding data. The peptide sequence is IQFDWYPTS. The MHC is HLA-A69:01 with pseudo-sequence HLA-A69:01. The binding affinity (normalized) is 0.0847.